Dataset: Reaction yield outcomes from USPTO patents with 853,638 reactions. Task: Predict the reaction yield, written as a fraction of the theoretical maximum amount of product (1.0 means a 100% yield; for example, 0.34 means a 34% yield). (1) The reactants are [N:1]1[C:5]2[CH:6]=[CH:7][CH:8]=[CH:9][C:4]=2[NH:3][C:2]=1[CH2:10][O:11][C:12]1[CH:17]=[CH:16][CH:15]=[C:14]([O:18][CH3:19])[CH:13]=1.C([O-])([O-])=O.[K+].[K+].Br[CH2:27][C:28]([CH3:30])=[CH2:29]. The catalyst is CC#N. The product is [CH3:29][C:28](=[CH2:27])[CH2:30][N:1]1[C:5]2[CH:6]=[CH:7][CH:8]=[CH:9][C:4]=2[N:3]=[C:2]1[CH2:10][O:11][C:12]1[CH:17]=[CH:16][CH:15]=[C:14]([O:18][CH3:19])[CH:13]=1. The yield is 0.950. (2) The reactants are [CH3:1][C:2]1[CH:6]=[C:5]([CH3:7])[NH:4][C:3]=1[C:8]([O:10]CC)=[O:9].[OH-].[Na+]. The catalyst is C1COCC1.O.CO.O. The product is [CH3:1][C:2]1[CH:6]=[C:5]([CH3:7])[NH:4][C:3]=1[C:8]([OH:10])=[O:9]. The yield is 0.900. (3) The reactants are Cl.[CH2:2]1[CH:6]2[CH2:7][CH2:8][CH2:9][CH:5]2[CH2:4][NH:3]1.[OH-].[Na+].[C-:12]#[N:13].[Na+]. The catalyst is P([O-])([O-])([O-])=O.[K+].[K+].[K+]. The product is [CH:2]1([C:12]#[N:13])[CH:6]2[CH2:7][CH2:8][CH2:9][CH:5]2[CH2:4][NH:3]1. The yield is 0.820. (4) The reactants are C[O:2][C:3]([C:5]1[N:13]=[CH:12][C:11]2[NH:10][C:9]3[N:14]=[CH:15][C:16]([C:18]4[CH:23]=[CH:22][C:21]([CH2:24][N:25]5[CH2:30][CH2:29][CH2:28][CH2:27][CH2:26]5)=[CH:20][CH:19]=4)=[CH:17][C:8]=3[C:7]=2[CH:6]=1)=O.[NH3:31]. The catalyst is CO. The product is [N:25]1([CH2:24][C:21]2[CH:22]=[CH:23][C:18]([C:16]3[CH:15]=[N:14][C:9]4[NH:10][C:11]5[CH:12]=[N:13][C:5]([C:3]([NH2:31])=[O:2])=[CH:6][C:7]=5[C:8]=4[CH:17]=3)=[CH:19][CH:20]=2)[CH2:26][CH2:27][CH2:28][CH2:29][CH2:30]1. The yield is 0.160. (5) The catalyst is ClCCl. The reactants are C(OC(=O)[N:7]([CH2:16][C:17]1[CH:22]=[CH:21][C:20]([O:23][C:24]2[CH:29]=[N:28][C:27]([C:30](=[O:32])[NH2:31])=[CH:26][N:25]=2)=[CH:19][CH:18]=1)[CH2:8][CH2:9][C:10]1[CH:15]=[CH:14][CH:13]=[CH:12][CH:11]=1)(C)(C)C.C(O)(C(F)(F)F)=O. The product is [CH2:8]([NH:7][CH2:16][C:17]1[CH:22]=[CH:21][C:20]([O:23][C:24]2[N:25]=[CH:26][C:27]([C:30]([NH2:31])=[O:32])=[N:28][CH:29]=2)=[CH:19][CH:18]=1)[CH2:9][C:10]1[CH:11]=[CH:12][CH:13]=[CH:14][CH:15]=1. The yield is 0.980. (6) The product is [CH3:2][O:3][C:4]1[CH:5]=[C:6]([CH:7]=[CH:8][CH:9]=1)[C:10]([NH:27][CH2:25][C:20]([C:19]1[CH:23]=[CH:24][C:16]([O:15][CH3:14])=[CH:17][CH:18]=1)=[O:21])=[O:13]. No catalyst specified. The yield is 0.910. The reactants are [Cl-].[CH3:2][O:3][C:4]1[CH:5]=[C:6]([C:10](=[O:13])C[NH3+])[CH:7]=[CH:8][CH:9]=1.[CH3:14][O:15][C:16]1[CH:24]=[CH:23][C:19]([C:20](Cl)=[O:21])=[CH:18][CH:17]=1.[CH2:25]([N:27](CC)CC)C.